Dataset: Experimentally validated miRNA-target interactions with 360,000+ pairs, plus equal number of negative samples. Task: Binary Classification. Given a miRNA mature sequence and a target amino acid sequence, predict their likelihood of interaction. Result: 1 (interaction). The miRNA is hsa-miR-6753-5p with sequence CACCAGGGCAGAGCAGGGCUGA. The protein sequence of the target gene is MSGGKYVDSEGHLYTVPIREQGNIYKPNNKAMADELSEKQVYDAHTKEIDLVNRDPKHLNDDVVKIDFEDVIAEPEGTHSFDGIWKASFTTFTVTKYWFYRLLSALFGIPMALIWGIYFAILSFLHIWAVVPCIKSFLIEIQCISRVYSIYVHTVCDPLFEAVGKIFSNVRINLQKEI.